Dataset: NCI-60 drug combinations with 297,098 pairs across 59 cell lines. Task: Regression. Given two drug SMILES strings and cell line genomic features, predict the synergy score measuring deviation from expected non-interaction effect. (1) Drug 1: CN(CC1=CN=C2C(=N1)C(=NC(=N2)N)N)C3=CC=C(C=C3)C(=O)NC(CCC(=O)O)C(=O)O. Drug 2: CCC1(CC2CC(C3=C(CCN(C2)C1)C4=CC=CC=C4N3)(C5=C(C=C6C(=C5)C78CCN9C7C(C=CC9)(C(C(C8N6C=O)(C(=O)OC)O)OC(=O)C)CC)OC)C(=O)OC)O.OS(=O)(=O)O. Cell line: SK-MEL-5. Synergy scores: CSS=56.4, Synergy_ZIP=-3.10, Synergy_Bliss=-3.53, Synergy_Loewe=-6.42, Synergy_HSA=-1.59. (2) Drug 1: CC1CCC2CC(C(=CC=CC=CC(CC(C(=O)C(C(C(=CC(C(=O)CC(OC(=O)C3CCCCN3C(=O)C(=O)C1(O2)O)C(C)CC4CCC(C(C4)OC)O)C)C)O)OC)C)C)C)OC. Drug 2: COCCOC1=C(C=C2C(=C1)C(=NC=N2)NC3=CC=CC(=C3)C#C)OCCOC.Cl. Cell line: MALME-3M. Synergy scores: CSS=22.1, Synergy_ZIP=-5.01, Synergy_Bliss=1.04, Synergy_Loewe=0.0641, Synergy_HSA=0.101. (3) Drug 1: CC1=CC2C(CCC3(C2CCC3(C(=O)C)OC(=O)C)C)C4(C1=CC(=O)CC4)C. Drug 2: COC1=NC(=NC2=C1N=CN2C3C(C(C(O3)CO)O)O)N. Cell line: CCRF-CEM. Synergy scores: CSS=52.2, Synergy_ZIP=-2.75, Synergy_Bliss=-4.75, Synergy_Loewe=-20.1, Synergy_HSA=-2.45. (4) Drug 1: CCCS(=O)(=O)NC1=C(C(=C(C=C1)F)C(=O)C2=CNC3=C2C=C(C=N3)C4=CC=C(C=C4)Cl)F. Drug 2: CCCCC(=O)OCC(=O)C1(CC(C2=C(C1)C(=C3C(=C2O)C(=O)C4=C(C3=O)C=CC=C4OC)O)OC5CC(C(C(O5)C)O)NC(=O)C(F)(F)F)O. Cell line: NCIH23. Synergy scores: CSS=-1.10, Synergy_ZIP=0.950, Synergy_Bliss=1.35, Synergy_Loewe=-2.29, Synergy_HSA=-2.29. (5) Drug 1: C1=NC2=C(N=C(N=C2N1C3C(C(C(O3)CO)O)O)F)N. Drug 2: C1=NC2=C(N=C(N=C2N1C3C(C(C(O3)CO)O)F)Cl)N. Cell line: HOP-62. Synergy scores: CSS=24.8, Synergy_ZIP=0.758, Synergy_Bliss=1.45, Synergy_Loewe=-15.8, Synergy_HSA=5.74. (6) Drug 1: C1=NC2=C(N=C(N=C2N1C3C(C(C(O3)CO)O)O)F)N. Drug 2: C1CCC(C(C1)N)N.C(=O)(C(=O)[O-])[O-].[Pt+4]. Cell line: HCT116. Synergy scores: CSS=74.5, Synergy_ZIP=3.84, Synergy_Bliss=3.80, Synergy_Loewe=8.12, Synergy_HSA=9.93. (7) Drug 1: CCCCC(=O)OCC(=O)C1(CC(C2=C(C1)C(=C3C(=C2O)C(=O)C4=C(C3=O)C=CC=C4OC)O)OC5CC(C(C(O5)C)O)NC(=O)C(F)(F)F)O. Drug 2: COC1=C2C(=CC3=C1OC=C3)C=CC(=O)O2. Cell line: SK-MEL-28. Synergy scores: CSS=69.1, Synergy_ZIP=5.82, Synergy_Bliss=4.97, Synergy_Loewe=-9.99, Synergy_HSA=5.07.